Dataset: Forward reaction prediction with 1.9M reactions from USPTO patents (1976-2016). Task: Predict the product of the given reaction. (1) The product is: [CH2:1]([CH:16]([CH2:15][C:14]([F:21])([F:20])[F:13])[C:17]([OH:19])=[O:18])[CH3:2]. Given the reactants [CH:1](NC(C)C)(C)[CH3:2].C([Li])CCC.[F:13][C:14]([F:21])([F:20])[CH2:15][CH2:16][C:17]([OH:19])=[O:18].C(I)C, predict the reaction product. (2) Given the reactants [C:1]([O:5][C:6]([N:8]1[CH2:13][CH2:12][CH:11]([NH:14][CH2:15][CH2:16][O:17][CH3:18])[CH2:10][CH2:9]1)=[O:7])([CH3:4])([CH3:3])[CH3:2].Br[CH:20]([CH3:22])[CH3:21].C(=O)([O-])[O-].[K+].[K+], predict the reaction product. The product is: [C:1]([O:5][C:6]([N:8]1[CH2:9][CH2:10][CH:11]([N:14]([CH:20]([CH3:22])[CH3:21])[CH2:15][CH2:16][O:17][CH3:18])[CH2:12][CH2:13]1)=[O:7])([CH3:4])([CH3:3])[CH3:2]. (3) Given the reactants [CH2:1]1[C:9]2[C:8]3[CH:10]=[CH:11][CH:12]=[CH:13][C:7]=3[O:6][C:5]=2[CH2:4][CH2:3][CH:2]1[NH2:14].[C:15](Cl)(=[O:24])[CH2:16][CH2:17][C:18]1[CH:23]=[CH:22][CH:21]=[CH:20][CH:19]=1, predict the reaction product. The product is: [C:18]1([CH2:17][CH2:16][C:15]([NH:14][C:2]2[CH:3]=[CH:4][C:5]3[O:6][C:7]4[CH2:13][CH2:12][CH2:11][CH2:10][C:8]=4[C:9]=3[CH:1]=2)=[O:24])[CH:23]=[CH:22][CH:21]=[CH:20][CH:19]=1. (4) Given the reactants CN(C)[CH:3]=[CH:4][C:5]([C:7]1[S:11][C:10]([N:12]=CN(C)C)=[N:9][C:8]=1[CH3:17])=O.[N+]([O-])(O)=O.[N+:23]([C:26]1[CH:27]=[C:28]([NH:32][C:33]([NH2:35])=[NH:34])[CH:29]=[CH:30][CH:31]=1)([O-:25])=[O:24].[OH-].[Na+], predict the reaction product. The product is: [NH2:12][C:10]1[S:11][C:7]([C:5]2[CH:4]=[CH:3][N:35]=[C:33]([NH:32][C:28]3[CH:29]=[CH:30][CH:31]=[C:26]([N+:23]([O-:25])=[O:24])[CH:27]=3)[N:34]=2)=[C:8]([CH3:17])[N:9]=1. (5) Given the reactants [Cl:1][C:2]1[CH:3]=[CH:4][C:5]2[NH:11][C:10](=[N:12][NH:13][C:14](=O)[CH2:15][C:16]([CH3:19])([CH3:18])[CH3:17])[C@@H:9]([CH2:21][C:22]([O:24][CH2:25][CH3:26])=[O:23])[O:8][C@H:7]([C:27]3[CH:32]=[CH:31][CH:30]=[C:29]([O:33][CH3:34])[C:28]=3[O:35][CH3:36])[C:6]=2[CH:37]=1, predict the reaction product. The product is: [Cl:1][C:2]1[CH:3]=[CH:4][C:5]2[N:11]3[C:14]([CH2:15][C:16]([CH3:17])([CH3:18])[CH3:19])=[N:13][N:12]=[C:10]3[C@@H:9]([CH2:21][C:22]([O:24][CH2:25][CH3:26])=[O:23])[O:8][C@H:7]([C:27]3[CH:32]=[CH:31][CH:30]=[C:29]([O:33][CH3:34])[C:28]=3[O:35][CH3:36])[C:6]=2[CH:37]=1. (6) Given the reactants [OH-:1].[Na+].[CH3:3][C:4]1[CH:9]=[CH:8][C:7]([C:10]2[CH:15]=[CH:14][CH:13]=[CH:12][CH:11]=2)=[CH:6][C:5]=1C(OC)=O.[CH3:20][OH:21], predict the reaction product. The product is: [CH3:3][C:4]1[CH:5]=[C:6]([C:20]([OH:21])=[O:1])[C:7]([C:10]2[CH:11]=[CH:12][CH:13]=[CH:14][CH:15]=2)=[CH:8][CH:9]=1. (7) Given the reactants C[O:2][C:3]1[CH:4]=[C:5]([C:9]2[C:18]3[C:13](=[C:14]([C:19]([F:22])([F:21])[F:20])[CH:15]=[CH:16][CH:17]=3)[N:12]=[CH:11][N:10]=2)[CH:6]=[CH:7][CH:8]=1.Cl.N1C=CC=CC=1.C([O-])(O)=O.[Na+], predict the reaction product. The product is: [F:22][C:19]([F:20])([F:21])[C:14]1[CH:15]=[CH:16][CH:17]=[C:18]2[C:13]=1[N:12]=[CH:11][N:10]=[C:9]2[C:5]1[CH:4]=[C:3]([OH:2])[CH:8]=[CH:7][CH:6]=1.